From a dataset of NCI-60 drug combinations with 297,098 pairs across 59 cell lines. Regression. Given two drug SMILES strings and cell line genomic features, predict the synergy score measuring deviation from expected non-interaction effect. (1) Drug 1: CC12CCC3C(C1CCC2=O)CC(=C)C4=CC(=O)C=CC34C. Drug 2: CCC1(CC2CC(C3=C(CCN(C2)C1)C4=CC=CC=C4N3)(C5=C(C=C6C(=C5)C78CCN9C7C(C=CC9)(C(C(C8N6C)(C(=O)OC)O)OC(=O)C)CC)OC)C(=O)OC)O.OS(=O)(=O)O. Cell line: COLO 205. Synergy scores: CSS=79.8, Synergy_ZIP=2.54, Synergy_Bliss=3.29, Synergy_Loewe=-27.5, Synergy_HSA=2.90. (2) Drug 1: C1=NC2=C(N=C(N=C2N1C3C(C(C(O3)CO)O)F)Cl)N. Drug 2: CN(C(=O)NC(C=O)C(C(C(CO)O)O)O)N=O. Cell line: COLO 205. Synergy scores: CSS=19.2, Synergy_ZIP=-4.01, Synergy_Bliss=-0.0158, Synergy_Loewe=-25.7, Synergy_HSA=-0.219. (3) Drug 1: CC1OCC2C(O1)C(C(C(O2)OC3C4COC(=O)C4C(C5=CC6=C(C=C35)OCO6)C7=CC(=C(C(=C7)OC)O)OC)O)O. Drug 2: CC1=C(C(CCC1)(C)C)C=CC(=CC=CC(=CC(=O)O)C)C. Cell line: SR. Synergy scores: CSS=58.5, Synergy_ZIP=0.735, Synergy_Bliss=-0.0865, Synergy_Loewe=-20.4, Synergy_HSA=-1.23. (4) Drug 1: CS(=O)(=O)C1=CC(=C(C=C1)C(=O)NC2=CC(=C(C=C2)Cl)C3=CC=CC=N3)Cl. Drug 2: C(CN)CNCCSP(=O)(O)O. Cell line: MOLT-4. Synergy scores: CSS=3.11, Synergy_ZIP=-1.79, Synergy_Bliss=-5.53, Synergy_Loewe=-8.88, Synergy_HSA=-6.80.